From a dataset of Forward reaction prediction with 1.9M reactions from USPTO patents (1976-2016). Predict the product of the given reaction. (1) Given the reactants C(OC([C:6]1[N:7]=[C:8]([C:19]2[S:20][C:21]([C:24]3[CH:29]=[CH:28][CH:27]=[C:26]([S:30]([CH3:33])(=[O:32])=[O:31])[CH:25]=3)=[CH:22][CH:23]=2)[N:9]([C:11]2[C:16]([Cl:17])=[CH:15][CH:14]=[CH:13][C:12]=2[Cl:18])[CH:10]=1)=O)C.[CH3:34][Mg]Br.CC[O:39][CH2:40][CH3:41], predict the reaction product. The product is: [Cl:17][C:16]1[CH:15]=[CH:14][CH:13]=[C:12]([Cl:18])[C:11]=1[N:9]1[CH:10]=[C:6]([C:40]([OH:39])([CH3:41])[CH3:34])[N:7]=[C:8]1[C:19]1[S:20][C:21]([C:24]2[CH:29]=[CH:28][CH:27]=[C:26]([S:30]([CH3:33])(=[O:32])=[O:31])[CH:25]=2)=[CH:22][CH:23]=1. (2) Given the reactants [C:1]([O:5][C:6]([N:8]1[CH2:13][CH2:12][NH:11][CH2:10][CH2:9]1)=[O:7])([CH3:4])([CH3:3])[CH3:2].F[C:15]1[CH:22]=[CH:21][C:20]([N+:23]([O-:25])=[O:24])=[CH:19][C:16]=1[C:17]#[N:18].C([O-])([O-])=O.[K+].[K+], predict the reaction product. The product is: [C:1]([O:5][C:6]([N:8]1[CH2:13][CH2:12][N:11]([C:15]2[CH:22]=[CH:21][C:20]([N+:23]([O-:25])=[O:24])=[CH:19][C:16]=2[C:17]#[N:18])[CH2:10][CH2:9]1)=[O:7])([CH3:4])([CH3:2])[CH3:3].